From a dataset of Reaction yield outcomes from USPTO patents with 853,638 reactions. Predict the reaction yield, written as a fraction of the theoretical maximum amount of product (1.0 means a 100% yield; for example, 0.34 means a 34% yield). (1) The reactants are [F:1][C:2]1[CH:7]=[CH:6][C:5]([C@@H:8]2[CH2:13][CH2:12][N:11]([C:14]([O:16][C:17]([CH3:20])([CH3:19])[CH3:18])=[O:15])[CH2:10][C@H:9]2[OH:21])=[CH:4][CH:3]=1.[H-].[Na+].[CH3:24][O:25][C:26]1[CH:50]=[C:49]([O:51][CH3:52])[CH:48]=[CH:47][C:27]=1[CH2:28][N:29]([C:42]1[S:46][N:45]=[CH:44][N:43]=1)[S:30]([C:33]1[CH:38]=[C:37]([F:39])[C:36](F)=[CH:35][C:34]=1[F:41])(=[O:32])=[O:31]. The catalyst is O1CCCC1. The product is [CH3:24][O:25][C:26]1[CH:50]=[C:49]([O:51][CH3:52])[CH:48]=[CH:47][C:27]=1[CH2:28][N:29]([C:42]1[S:46][N:45]=[CH:44][N:43]=1)[S:30]([C:33]1[C:34]([F:41])=[CH:35][C:36]([O:21][C@H:9]2[C@H:8]([C:5]3[CH:4]=[CH:3][C:2]([F:1])=[CH:7][CH:6]=3)[CH2:13][CH2:12][N:11]([C:14]([O:16][C:17]([CH3:18])([CH3:20])[CH3:19])=[O:15])[CH2:10]2)=[C:37]([F:39])[CH:38]=1)(=[O:32])=[O:31]. The yield is 0.370. (2) The reactants are [NH2:1][C:2]1[CH:7]=[CH:6][CH:5]=[CH:4][CH:3]=1.C[Al](C)C.[F:12][C:13]1[C:34]([NH:35][S:36]([CH2:39][CH2:40][CH3:41])(=[O:38])=[O:37])=[CH:33][CH:32]=[C:31]([F:42])[C:14]=1[C:15]([NH:17][C:18]1[CH:19]=[C:20]2[C:26]([C:27](OC)=[O:28])=[CH:25][NH:24][C:21]2=[N:22][CH:23]=1)=[O:16]. The catalyst is C1(C)C=CC=CC=1. The product is [F:12][C:13]1[C:34]([NH:35][S:36]([CH2:39][CH2:40][CH3:41])(=[O:37])=[O:38])=[CH:33][CH:32]=[C:31]([F:42])[C:14]=1[C:15]([NH:17][C:18]1[CH:19]=[C:20]2[C:26]([C:27]([NH:1][C:2]3[CH:7]=[CH:6][CH:5]=[CH:4][CH:3]=3)=[O:28])=[CH:25][NH:24][C:21]2=[N:22][CH:23]=1)=[O:16]. The yield is 0.360. (3) No catalyst specified. The yield is 0.690. The reactants are Cl[C:2]1[CH:7]=[C:6]([C:8]([F:11])([F:10])[F:9])[N:5]=[C:4]([CH:12]2[CH2:16][CH2:15][CH2:14][CH2:13]2)[N:3]=1.[NH2:17][C:18]1[CH:23]=[CH:22][C:21]([CH2:24][CH2:25][OH:26])=[CH:20][CH:19]=1. The product is [CH:12]1([C:4]2[N:3]=[C:2]([NH:17][C:18]3[CH:23]=[CH:22][C:21]([CH2:24][CH2:25][OH:26])=[CH:20][CH:19]=3)[CH:7]=[C:6]([C:8]([F:11])([F:10])[F:9])[N:5]=2)[CH2:16][CH2:15][CH2:14][CH2:13]1.